This data is from Full USPTO retrosynthesis dataset with 1.9M reactions from patents (1976-2016). The task is: Predict the reactants needed to synthesize the given product. (1) Given the product [CH:2]12[CH:1]=[CH:7][CH:6]([O:37][N:36]1[C:35]([O:34][C:30]([CH3:33])([CH3:32])[CH3:31])=[O:38])[CH2:5][CH2:4][CH2:3]2, predict the reactants needed to synthesize it. The reactants are: [CH:1]1[CH2:7][CH2:6][CH2:5][CH:4]=[CH:3][CH:2]=1.I([O-])(=O)(=O)=O.C([N+](CCCC)(CCCC)CCCC)CCC.[C:30]([O:34][C:35](=[O:38])[NH:36][OH:37])([CH3:33])([CH3:32])[CH3:31]. (2) Given the product [N+:12]([C:9]1[CH:10]=[CH:11][C:6]([N:17]2[CH2:21][CH2:20][CH2:19][CH2:18]2)=[CH:7][CH:8]=1)([O-:14])=[O:13], predict the reactants needed to synthesize it. The reactants are: [F-].[Cs+].[OH-].[Na+].F[C:6]1[CH:11]=[CH:10][C:9]([N+:12]([O-:14])=[O:13])=[CH:8][CH:7]=1.C[Si](C)(C)[N:17]1[CH2:21][CH2:20][CH2:19][CH2:18]1. (3) Given the product [Cl:1][C:2]1[C:7]([CH2:8][OH:9])=[C:6]([C:10]([N:12]2[CH2:13][CH2:14][CH2:15][CH2:16]2)=[O:11])[CH:5]=[C:4]([Cl:17])[N:3]=1, predict the reactants needed to synthesize it. The reactants are: [Cl:1][C:2]1[C:7]([CH:8]=[O:9])=[C:6]([C:10]([N:12]2[CH2:16][CH2:15][CH2:14][CH2:13]2)=[O:11])[CH:5]=[C:4]([Cl:17])[N:3]=1.[BH4-].[Na+]. (4) Given the product [CH3:13][CH:5]([CH2:6][C:7]1[CH:12]=[CH:11][CH:10]=[CH:9][CH:8]=1)[C:4]([OH:42])=[O:3], predict the reactants needed to synthesize it. The reactants are: C([O:3][C:4](=[O:42])[C:5](OC1C=CC(OCCC2N=C(C3C=C(C4C=CC=CC=4)C=CC=3)OC=2C)=CC=1)([CH3:13])[CH2:6][C:7]1[CH:12]=[CH:11][CH:10]=[CH:9][CH:8]=1)C.[OH-].[Na+]. (5) Given the product [O:23]1[CH2:24][CH:21]([N:18]2[CH2:19][CH2:20][N:15]([C:12]3[CH:13]=[CH:14][C:9]([NH:8][C:4]4[N:5]=[CH:6][N:7]=[C:2]([C:35]5[CH:36]=[CH:37][C:30]([N:25]6[CH2:26][CH2:27][CH2:28][CH2:29]6)=[C:31]([CH:34]=5)[C:32]#[N:33])[N:3]=4)=[CH:10][CH:11]=3)[CH2:16][CH2:17]2)[CH2:22]1, predict the reactants needed to synthesize it. The reactants are: Cl[C:2]1[N:7]=[CH:6][N:5]=[C:4]([NH:8][C:9]2[CH:14]=[CH:13][C:12]([N:15]3[CH2:20][CH2:19][N:18]([CH:21]4[CH2:24][O:23][CH2:22]4)[CH2:17][CH2:16]3)=[CH:11][CH:10]=2)[N:3]=1.[N:25]1([C:30]2[CH:37]=[CH:36][C:35](B3OC(C)(C)C(C)(C)O3)=[CH:34][C:31]=2[C:32]#[N:33])[CH2:29][CH2:28][CH2:27][CH2:26]1.C1(P(C2C=CC=CC=2)C2C=CC=CC=2)C=CC=CC=1.C(=O)([O-])[O-].[Na+].[Na+].